This data is from Merck oncology drug combination screen with 23,052 pairs across 39 cell lines. The task is: Regression. Given two drug SMILES strings and cell line genomic features, predict the synergy score measuring deviation from expected non-interaction effect. (1) Drug 1: CC(C)CC(NC(=O)C(Cc1ccccc1)NC(=O)c1cnccn1)B(O)O. Drug 2: Cc1nc(Nc2ncc(C(=O)Nc3c(C)cccc3Cl)s2)cc(N2CCN(CCO)CC2)n1. Cell line: LOVO. Synergy scores: synergy=38.3. (2) Drug 1: O=c1[nH]cc(F)c(=O)[nH]1. Drug 2: O=C(CCCCCCC(=O)Nc1ccccc1)NO. Cell line: LOVO. Synergy scores: synergy=-8.40. (3) Drug 1: O=C(CCCCCCC(=O)Nc1ccccc1)NO. Drug 2: Nc1ccn(C2OC(CO)C(O)C2(F)F)c(=O)n1. Cell line: SKMEL30. Synergy scores: synergy=4.17. (4) Drug 1: CN(Cc1cnc2nc(N)nc(N)c2n1)c1ccc(C(=O)NC(CCC(=O)O)C(=O)O)cc1. Drug 2: NC(=O)c1cccc2cn(-c3ccc(C4CCCNC4)cc3)nc12. Cell line: DLD1. Synergy scores: synergy=3.59. (5) Drug 1: CN(Cc1cnc2nc(N)nc(N)c2n1)c1ccc(C(=O)NC(CCC(=O)O)C(=O)O)cc1. Drug 2: Cn1nnc2c(C(N)=O)ncn2c1=O. Synergy scores: synergy=-70.8. Cell line: T47D. (6) Drug 1: CN1C(=O)C=CC2(C)C3CCC4(C)C(NC(=O)OCC(F)(F)F)CCC4C3CCC12. Drug 2: CC1(c2nc3c(C(N)=O)cccc3[nH]2)CCCN1. Cell line: NCIH460. Synergy scores: synergy=-15.5.